This data is from Reaction yield outcomes from USPTO patents with 853,638 reactions. The task is: Predict the reaction yield, written as a fraction of the theoretical maximum amount of product (1.0 means a 100% yield; for example, 0.34 means a 34% yield). (1) The reactants are I.[NH2:2][C:3]1[C:4]([C:11]([NH:13][C:14](=[NH:17])SC)=[O:12])=[N:5][C:6]([Cl:10])=[C:7]([NH2:9])[N:8]=1.[OH:18][CH2:19][C:20]1[CH:25]=[CH:24][C:23]([CH2:26][CH2:27][CH2:28][CH2:29][NH2:30])=[CH:22][CH:21]=1. The catalyst is C1COCC1. The product is [ClH:10].[OH:18][CH2:19][C:20]1[CH:25]=[CH:24][C:23]([CH2:26][CH2:27][CH2:28][CH2:29][NH:30][C:14]([NH:13][C:11]([C:4]2[C:3]([NH2:2])=[N:8][C:7]([NH2:9])=[C:6]([Cl:10])[N:5]=2)=[O:12])=[NH:17])=[CH:22][CH:21]=1. The yield is 0.980. (2) The reactants are [CH3:1][O:2][C:3]1[CH:4]=[C:5]2[C:10](=[CH:11][C:12]=1[O:13][CH3:14])[N:9]=[CH:8][CH:7]=[C:6]2[O:15][C:16]1[CH:21]=[CH:20][C:19]([NH:22][C:23]([C:25]2([C:28](O)=[O:29])[CH2:27][CH2:26]2)=[O:24])=[CH:18][CH:17]=1.[C:31]([O:35][C:36](=[O:46])[NH:37][CH2:38][C:39]1[CH:44]=[CH:43][C:42](N)=[CH:41][CH:40]=1)([CH3:34])([CH3:33])[CH3:32].C[N:48](C(ON1N=NC2C=CC=NC1=2)=[N+](C)C)C.F[P-](F)(F)(F)(F)F.CCN(C(C)C)C(C)C. The catalyst is O.CC(N(C)C)=O. The product is [C:31]([O:35][C:36](=[O:46])[NH:37][CH2:38][C:39]1[CH:44]=[CH:43][CH:42]=[C:41]([NH:48][C:28]([C:25]2([C:23](=[O:24])[NH:22][C:19]3[CH:18]=[CH:17][C:16]([O:15][C:6]4[C:5]5[C:10](=[CH:11][C:12]([O:13][CH3:14])=[C:3]([O:2][CH3:1])[CH:4]=5)[N:9]=[CH:8][CH:7]=4)=[CH:21][CH:20]=3)[CH2:26][CH2:27]2)=[O:29])[CH:40]=1)([CH3:34])([CH3:33])[CH3:32]. The yield is 0.790. (3) The reactants are [O:1]=[C:2]1[CH2:6][CH:5]([CH2:7][CH2:8][CH3:9])[CH2:4][N:3]1[CH2:10][C:11]1[N:15]([CH2:16][C:17]([OH:19])=O)[CH:14]=[N:13][CH:12]=1.C(N(CC)CC)C.[CH2:27]([NH2:34])[C:28]1[CH:33]=[CH:32][CH:31]=[CH:30][CH:29]=1.CN(C(ON1N=NC2C=CC=CC1=2)=[N+](C)C)C.[B-](F)(F)(F)F. The catalyst is CN(C=O)C. The product is [CH2:27]([NH:34][C:17](=[O:19])[CH2:16][N:15]1[C:11]([CH2:10][N:3]2[CH2:4][CH:5]([CH2:7][CH2:8][CH3:9])[CH2:6][C:2]2=[O:1])=[CH:12][N:13]=[CH:14]1)[C:28]1[CH:33]=[CH:32][CH:31]=[CH:30][CH:29]=1. The yield is 0.430. (4) The product is [CH2:2]([O:4][C:5](=[O:10])[C:6]([CH2:20][CH2:19][C:18]#[N:21])=[C:7]([NH2:9])[NH2:8])[CH3:3]. The catalyst is O1CCCC1. The reactants are Cl.[CH2:2]([O:4][C:5](=[O:10])[CH:6]=[C:7]([NH2:9])[NH2:8])[CH3:3].C(N(CC)CC)C.[C:18](#[N:21])[CH:19]=[CH2:20]. The yield is 0.250. (5) The reactants are [NH2:1][C:2]1[CH:3]=[C:4]([CH:27]=[CH:28][CH:29]=1)[CH2:5][S:6][C:7]1[CH:12]=[CH:11][C:10]([Cl:13])=[CH:9][C:8]=1[NH:14][S:15]([C:18]1[O:19][C:20]2[CH:26]=[CH:25][CH:24]=[CH:23][C:21]=2[CH:22]=1)(=[O:17])=[O:16].[C:30](Cl)(=[O:32])[CH3:31].N1C=CC=CC=1. The catalyst is C(Cl)Cl.CN(C1C=CN=CC=1)C.Cl. The product is [O:19]1[C:20]2[CH:26]=[CH:25][CH:24]=[CH:23][C:21]=2[CH:22]=[C:18]1[S:15]([NH:14][C:8]1[CH:9]=[C:10]([Cl:13])[CH:11]=[CH:12][C:7]=1[S:6][CH2:5][C:4]1[CH:3]=[C:2]([NH:1][C:30](=[O:32])[CH3:31])[CH:29]=[CH:28][CH:27]=1)(=[O:17])=[O:16]. The yield is 0.680. (6) The reactants are [NH2:1][C:2]1[CH:18]=[CH:17][C:5]([O:6][C:7]2[CH:12]=[CH:11][N:10]=[C:9]([NH2:13])[C:8]=2[N+:14]([O-:16])=[O:15])=[CH:4][C:3]=1[F:19].[F:20][C:21]1[CH:26]=[CH:25][C:24]([C:27]([F:30])([F:29])[F:28])=[CH:23][C:22]=1[N:31]=[C:32]=[O:33]. No catalyst specified. The product is [NH2:13][C:9]1[C:8]([N+:14]([O-:16])=[O:15])=[C:7]([O:6][C:5]2[CH:17]=[CH:18][C:2]([NH:1][C:32]([NH:31][C:22]3[CH:23]=[C:24]([C:27]([F:28])([F:30])[F:29])[CH:25]=[CH:26][C:21]=3[F:20])=[O:33])=[C:3]([F:19])[CH:4]=2)[CH:12]=[CH:11][N:10]=1. The yield is 0.850. (7) The reactants are [NH:1]1[C:9]2[C:4](=[CH:5][CH:6]=[CH:7][CH:8]=2)[C:3]2([CH2:13][O:12][C:11]3[CH:14]=[C:15]4[C:19](=[CH:20][C:10]2=3)[CH2:18][CH2:17][O:16]4)[C:2]1=[O:21].C(=O)([O-])[O-].[Cs+].[Cs+].Br[CH2:29][C:30]1[CH:35]=[CH:34][CH:33]=[C:32]([C:36]#[N:37])[CH:31]=1. The catalyst is CC(=O)CC. The product is [O:21]=[C:2]1[C:3]2([CH2:13][O:12][C:11]3[CH:14]=[C:15]4[C:19](=[CH:20][C:10]2=3)[CH2:18][CH2:17][O:16]4)[C:4]2[C:9](=[CH:8][CH:7]=[CH:6][CH:5]=2)[N:1]1[CH2:29][C:30]1[CH:31]=[C:32]([CH:33]=[CH:34][CH:35]=1)[C:36]#[N:37]. The yield is 0.920. (8) The reactants are C(=O)([O-])[O-].[K+].[K+].[Cl:7][C:8]1[C:17]2[C:12](=[C:13]([Cl:18])[CH:14]=[CH:15][CH:16]=2)[CH:11]=[C:10]([OH:19])[N:9]=1.Br[CH2:21][CH2:22][CH3:23]. The catalyst is O. The product is [Cl:7][C:8]1[C:17]2[C:12](=[C:13]([Cl:18])[CH:14]=[CH:15][CH:16]=2)[CH:11]=[C:10]([O:19][CH2:21][CH2:22][CH3:23])[N:9]=1. The yield is 0.920. (9) The reactants are [B-](F)(F)(F)F.[B-](F)(F)(F)F.C1[N+]2(CCl)CC[N+]([F:21])(CC2)C1.[CH3:22][N:23]([CH3:43])/[CH:24]=[CH:25]/[C:26]([C:28]1[N:32]([CH:33]2[CH2:38][CH2:37][O:36][CH2:35][CH2:34]2)[C:31]([C:39]([F:42])([F:41])[F:40])=[N:30][CH:29]=1)=[O:27]. The catalyst is CC#N. The product is [CH3:43][N:23]([CH3:22])/[CH:24]=[C:25](\[F:21])/[C:26]([C:28]1[N:32]([CH:33]2[CH2:38][CH2:37][O:36][CH2:35][CH2:34]2)[C:31]([C:39]([F:42])([F:40])[F:41])=[N:30][CH:29]=1)=[O:27]. The yield is 0.530. (10) The reactants are [OH-].[Na+].[Br:3][C:4]1[CH:9]=[CH:8][C:7]([N:10]2[C:21]3[C:13](=[C:14]4[N:18]([C:19](=[O:23])[C:20]=3[CH3:22])[CH2:17][CH2:16][CH2:15]4)[N:12]([S:24]([CH:27]3[CH2:29][CH2:28]3)(=[O:26])=[O:25])C2=O)=[C:6]([F:31])[CH:5]=1. The catalyst is CN(C=O)C. The product is [Br:3][C:4]1[CH:9]=[CH:8][C:7]([NH:10][C:21]2[C:13]([NH:12][S:24]([CH:27]3[CH2:28][CH2:29]3)(=[O:25])=[O:26])=[C:14]3[N:18]([CH2:17][CH2:16][CH2:15]3)[C:19](=[O:23])[C:20]=2[CH3:22])=[C:6]([F:31])[CH:5]=1. The yield is 0.373.